From a dataset of Full USPTO retrosynthesis dataset with 1.9M reactions from patents (1976-2016). Predict the reactants needed to synthesize the given product. (1) Given the product [C:19]([Si:16]([CH3:18])([CH3:17])[O:4][C@H:5]1[CH2:6][C@@H:7]([OH:10])[CH:8]=[CH:9]1)([CH3:22])([CH3:21])[CH3:20], predict the reactants needed to synthesize it. The reactants are: C([O:4][C@H:5]1[CH:9]=[CH:8][C@@H:7]([OH:10])[CH2:6]1)(=O)C.N1C=CN=C1.[Si:16](Cl)([C:19]([CH3:22])([CH3:21])[CH3:20])([CH3:18])[CH3:17].C(=O)([O-])[O-].[K+].[K+]. (2) Given the product [CH3:1][N:2]([CH3:25])[C:3]([C:5]1[C:14]2[CH2:13][CH2:12][CH:11]([C:15]3[CH:20]=[CH:19][CH:18]=[CH:17][CH:16]=3)[CH2:10][C:9]=2[C:8]2=[N:21][C:22]([CH3:24])=[C:23]([Br:26])[N:7]2[CH:6]=1)=[O:4], predict the reactants needed to synthesize it. The reactants are: [CH3:1][N:2]([CH3:25])[C:3]([C:5]1[C:14]2[CH2:13][CH2:12][CH:11]([C:15]3[CH:20]=[CH:19][CH:18]=[CH:17][CH:16]=3)[CH2:10][C:9]=2[C:8]2=[N:21][C:22]([CH3:24])=[CH:23][N:7]2[CH:6]=1)=[O:4].[Br:26]N1C(=O)CCC1=O.